From a dataset of Full USPTO retrosynthesis dataset with 1.9M reactions from patents (1976-2016). Predict the reactants needed to synthesize the given product. (1) Given the product [N:8]1[CH:9]=[C:10]([CH:12]2[CH2:17][CH2:16][C:15](=[O:18])[CH2:14][CH2:13]2)[CH:11]=[N:7][CH:6]=1, predict the reactants needed to synthesize it. The reactants are: C[Si](C)(C)CCO[CH2:6][N:7]1[CH:11]=[C:10]([CH:12]2[CH2:17][CH2:16][C:15](=[O:18])[CH2:14][CH2:13]2)[CH:9]=[N:8]1.BrC1C=NC=NC=1. (2) The reactants are: [CH2:1]([C:8]1[CH:9]=[N:10][C:11]([N:14]2[CH2:19][CH2:18][N:17](C(OC(C)(C)C)=O)[CH2:16][CH:15]2[CH2:27][OH:28])=[N:12][CH:13]=1)[C:2]1[CH:7]=[CH:6][CH:5]=[CH:4][CH:3]=1.[ClH:29].O1CCOCC1. Given the product [ClH:29].[CH2:1]([C:8]1[CH:9]=[N:10][C:11]([N:14]2[CH2:19][CH2:18][NH:17][CH2:16][CH:15]2[CH2:27][OH:28])=[N:12][CH:13]=1)[C:2]1[CH:3]=[CH:4][CH:5]=[CH:6][CH:7]=1, predict the reactants needed to synthesize it. (3) Given the product [C:2]([O:19][C:16]([NH:10][C@H:28]1[CH2:29][C@H:24]([CH3:30])[CH2:25][NH:23][CH2:27]1)=[O:18])([CH3:4])([CH3:3])[CH3:1], predict the reactants needed to synthesize it. The reactants are: [CH3:1][CH:2]([CH2:4][AlH][CH2:1][CH:2]([CH3:4])[CH3:3])[CH3:3].[NH4+:10].[OH-].[BH4-].[Na+].CO.[C:16]([O:19]CC)(=[O:18])C.O.[NH3:23].[C:24]1([CH3:30])[CH:29]=[CH:28][CH:27]=C[CH:25]=1. (4) Given the product [Br:1][C:2]1[CH:7]=[C:6]([Cl:8])[CH:5]=[CH:4][C:3]=1[N:9]([CH2:29][O:30][CH3:31])[S:10]([C:13]1[CH:18]=[CH:17][C:16]([C:19]([CH3:22])([CH3:21])[CH3:20])=[CH:15][CH:14]=1)(=[O:12])=[O:11], predict the reactants needed to synthesize it. The reactants are: [Br:1][C:2]1[CH:7]=[C:6]([Cl:8])[CH:5]=[CH:4][C:3]=1[NH:9][S:10]([C:13]1[CH:18]=[CH:17][C:16]([C:19]([CH3:22])([CH3:21])[CH3:20])=[CH:15][CH:14]=1)(=[O:12])=[O:11].C([O-])([O-])=O.[K+].[K+].[CH3:29][O:30][CH2:31]Cl. (5) Given the product [N+:13]([C:16]1[CH:17]=[CH:18][C:19]([C:20]([O:4][CH2:3][CH:2]([OH:1])[CH3:5])=[O:21])=[CH:23][CH:24]=1)([O-:15])=[O:14], predict the reactants needed to synthesize it. The reactants are: [OH:1][CH:2]([CH3:5])[CH2:3][OH:4].C(N(CC)CC)C.[N+:13]([C:16]1[CH:24]=[CH:23][C:19]([C:20](Cl)=[O:21])=[CH:18][CH:17]=1)([O-:15])=[O:14].ClCCl. (6) Given the product [C:1]([O:5][C:6]([N:8]1[C:16]2[C:11](=[CH:12][C:13]([C:17]3[CH:18]=[N:19][CH:20]=[C:21]([O:23][CH:24]([CH2:34][OH:35])[CH2:25][NH:26][C:27]([O:29][C:30]([CH3:33])([CH3:32])[CH3:31])=[O:28])[CH:22]=3)=[CH:14][CH:15]=2)[C:10]([CH3:43])=[N:9]1)=[O:7])([CH3:2])([CH3:4])[CH3:3], predict the reactants needed to synthesize it. The reactants are: [C:1]([O:5][C:6]([N:8]1[C:16]2[C:11](=[CH:12][C:13]([C:17]3[CH:18]=[N:19][CH:20]=[C:21]([O:23][CH:24]([C:34](C)(C)[O:35][SiH2]C(C)(C)C)[CH2:25][NH:26][C:27]([O:29][C:30]([CH3:33])([CH3:32])[CH3:31])=[O:28])[CH:22]=3)=[CH:14][CH:15]=2)[C:10]([CH3:43])=[N:9]1)=[O:7])([CH3:4])([CH3:3])[CH3:2].CCCC[N+](CCCC)(CCCC)CCCC.[F-]. (7) Given the product [C:13]([O:29][C:28](=[O:31])[N:25]([CH2:22][C:13]1[CH:14]=[C:15]([C:16]2[CH:21]=[CH:20][CH:19]=[CH:18][CH:17]=2)[N:11]([S:8]([C:4]2[CH:5]=[N:6][CH:7]=[C:2]([Br:1])[CH:3]=2)(=[O:10])=[O:9])[CH:12]=1)[CH3:24])([CH3:22])([CH3:14])[CH3:12], predict the reactants needed to synthesize it. The reactants are: [Br:1][C:2]1[CH:3]=[C:4]([S:8]([N:11]2[C:15]([C:16]3[CH:21]=[CH:20][CH:19]=[CH:18][CH:17]=3)=[CH:14][C:13]([CH:22]=O)=[CH:12]2)(=[O:10])=[O:9])[CH:5]=[N:6][CH:7]=1.[CH3:24][NH2:25].[BH4-].[Na+].[C:28](=[O:31])([O-])[OH:29].[Na+].